Dataset: Forward reaction prediction with 1.9M reactions from USPTO patents (1976-2016). Task: Predict the product of the given reaction. (1) Given the reactants [Br:1][C:2]1[CH:7]=[CH:6][C:5]([F:8])=[CH:4][C:3]=1[C:9]1[NH:13][N:12]=[N:11][N:10]=1.IC.[C:16](=O)([O-])[O-].[K+].[K+], predict the reaction product. The product is: [Br:1][C:2]1[CH:7]=[CH:6][C:5]([F:8])=[CH:4][C:3]=1[C:9]1[N:13]([CH3:16])[NH:12][NH:11][N:10]=1. (2) Given the reactants [Cl:1][C:2]1[C:11]2[C:6](=[CH:7][C:8]([CH3:12])=[CH:9][CH:10]=2)[N:5]=[C:4]([C:13]2[C:18]([CH3:19])=[CH:17][CH:16]=[CH:15][C:14]=2[O:20]C)[N:3]=1.B(Br)(Br)Br, predict the reaction product. The product is: [Cl:1][C:2]1[C:11]2[C:6](=[CH:7][C:8]([CH3:12])=[CH:9][CH:10]=2)[N:5]=[C:4]([C:13]2[C:18]([CH3:19])=[CH:17][CH:16]=[CH:15][C:14]=2[OH:20])[N:3]=1.